This data is from Forward reaction prediction with 1.9M reactions from USPTO patents (1976-2016). The task is: Predict the product of the given reaction. (1) Given the reactants B(O)O.Br[C:5]1[N:12]=[CH:11][CH:10]=[CH:9][C:6]=1[CH:7]=[O:8].[O:13]1[CH:17]=[CH:16][C:15](B(O)O)=[CH:14]1, predict the reaction product. The product is: [O:13]1[CH:17]=[CH:16][C:15]([C:5]2[N:12]=[CH:11][CH:10]=[CH:9][C:6]=2[CH:7]=[O:8])=[CH:14]1. (2) Given the reactants Br[CH:2]([C:4]1[O:5][C:6](=[O:20])[C:7]2[C:12]([C:13]=1[C:14]1[CH:19]=[CH:18][CH:17]=[CH:16][CH:15]=1)=[CH:11][CH:10]=[CH:9][CH:8]=2)[CH3:3].[N:21]1[C:26]2[NH:27][CH:28]=[CH:29][C:25]=2[C:24]([NH2:30])=[N:23][CH:22]=1, predict the reaction product. The product is: [NH2:30][C:24]1[C:25]2[CH:29]=[CH:28][N:27]([CH:2]([C:4]3[O:5][C:6](=[O:20])[C:7]4[C:12]([C:13]=3[C:14]3[CH:19]=[CH:18][CH:17]=[CH:16][CH:15]=3)=[CH:11][CH:10]=[CH:9][CH:8]=4)[CH3:3])[C:26]=2[N:21]=[CH:22][N:23]=1. (3) Given the reactants [OH:1][C:2]1[CH:3]=[CH:4][C:5]2[O:10][C:9]([CH3:12])([CH3:11])[O:8][C:7](=[O:13])[C:6]=2[CH:14]=1.[CH2:15](Br)[C:16]1[CH:21]=[CH:20][CH:19]=[CH:18][CH:17]=1.C(=O)([O-])[O-].[Cs+].[Cs+], predict the reaction product. The product is: [CH2:15]([O:1][C:2]1[CH:3]=[CH:4][C:5]2[O:10][C:9]([CH3:11])([CH3:12])[O:8][C:7](=[O:13])[C:6]=2[CH:14]=1)[C:16]1[CH:21]=[CH:20][CH:19]=[CH:18][CH:17]=1. (4) Given the reactants [Cl:1][C:2]1[N:3]=[CH:4][NH:5][C:6]=1[Cl:7].[OH-].[K+].Cl.Cl[CH2:12][C:13]1[CH:22]=[CH:21][C:20]2[C:15](=[CH:16][CH:17]=[CH:18][CH:19]=2)[N:14]=1, predict the reaction product. The product is: [N:14]1[C:15]2[C:20](=[CH:19][CH:18]=[CH:17][CH:16]=2)[CH:21]=[CH:22][C:13]=1[CH2:12][N:3]1[C:2]([Cl:1])=[C:6]([Cl:7])[N:5]=[CH:4]1. (5) Given the reactants [NH:1]1[CH2:5][CH2:4][CH2:3][CH2:2]1.[NH2:6][C:7]1[C:8]2[CH:20]=[C:19]([CH:21]=O)[S:18][C:9]=2[N:10]=[C:11]([C:13]2[S:14][CH:15]=[CH:16][CH:17]=2)[N:12]=1.C(C1SC(C#N)=CC=1)(C)(C)C, predict the reaction product. The product is: [N:1]1([CH2:21][C:19]2[S:18][C:9]3[N:10]=[C:11]([C:13]4[S:14][CH:15]=[CH:16][CH:17]=4)[N:12]=[C:7]([NH2:6])[C:8]=3[CH:20]=2)[CH2:5][CH2:4][CH2:3][CH2:2]1. (6) Given the reactants C[O:2][C:3]1[CH:8]=[CH:7][C:6]([S:9]([C:12]2[C:13]([NH:19][C:20]3[C:25]([CH3:26])=[CH:24][C:23]([CH3:27])=[CH:22][C:21]=3[CH3:28])=[N:14][C:15]([CH3:18])=[CH:16][CH:17]=2)(=[O:11])=[O:10])=[CH:5][CH:4]=1.C([O-])([O-])=O.[Na+].[Na+], predict the reaction product. The product is: [CH3:18][C:15]1[N:14]=[C:13]([NH:19][C:20]2[C:25]([CH3:26])=[CH:24][C:23]([CH3:27])=[CH:22][C:21]=2[CH3:28])[C:12]([S:9]([C:6]2[CH:5]=[CH:4][C:3]([OH:2])=[CH:8][CH:7]=2)(=[O:11])=[O:10])=[CH:17][CH:16]=1. (7) Given the reactants Br[C:2]1[CH:7]=[CH:6][C:5]([CH:8]([CH3:18])[CH2:9][O:10][Si:11]([C:14]([CH3:17])([CH3:16])[CH3:15])([CH3:13])[CH3:12])=[CH:4][CH:3]=1.[Li]CCCC.[B:24](OC)([O:27]C)[O:25]C.Cl, predict the reaction product. The product is: [Si:11]([O:10][CH2:9][CH:8]([C:5]1[CH:6]=[CH:7][C:2]([B:24]([OH:27])[OH:25])=[CH:3][CH:4]=1)[CH3:18])([C:14]([CH3:17])([CH3:16])[CH3:15])([CH3:13])[CH3:12]. (8) The product is: [C:35]1([CH:7]([C:1]2[CH:2]=[CH:3][CH:4]=[CH:5][CH:6]=2)[CH2:8][NH:9][C:10]2[N:18]=[C:17]([C:19]([OH:21])=[O:20])[N:16]=[C:15]3[C:11]=2[N:12]=[CH:13][N:14]3[C@H:23]2[C@H:27]([OH:28])[C@H:26]([OH:29])[C@@H:25]([C:30]([NH:32][CH2:33][CH3:34])=[O:31])[O:24]2)[CH:36]=[CH:37][CH:38]=[CH:39][CH:40]=1. Given the reactants [C:1]1([CH:7]([C:35]2[CH:40]=[CH:39][CH:38]=[CH:37][CH:36]=2)[CH2:8][NH:9][C:10]2[N:18]=[C:17]([C:19]([O:21]C)=[O:20])[N:16]=[C:15]3[C:11]=2[N:12]=[CH:13][N:14]3[C@H:23]2[C@H:27]([OH:28])[C@H:26]([OH:29])[C@@H:25]([C:30]([NH:32][CH2:33][CH3:34])=[O:31])[O:24]2)[CH:6]=[CH:5][CH:4]=[CH:3][CH:2]=1.[OH-].[Na+].Cl, predict the reaction product. (9) Given the reactants [F:1][C:2]1[CH:3]=[C:4]([CH:44]=[CH:45][CH:46]=1)[CH2:5][N:6]1[C:10]([CH3:11])=[C:9]([C:12]2[C:20]3[C:15](=[N:16][CH:17]=[C:18]([C:21]4[CH:26]=[CH:25][C:24]([N:27]5[CH2:32][CH2:31][NH:30][CH2:29][CH2:28]5)=[CH:23][CH:22]=4)[CH:19]=3)[N:14]([S:33]([C:36]3[CH:42]=[CH:41][C:39]([CH3:40])=[CH:38][CH:37]=3)(=[O:35])=[O:34])[CH:13]=2)[C:8]([CH3:43])=[N:7]1.C(N(CC)CC)C.[C:54](Cl)(=[O:56])[CH3:55], predict the reaction product. The product is: [F:1][C:2]1[CH:3]=[C:4]([CH:44]=[CH:45][CH:46]=1)[CH2:5][N:6]1[C:10]([CH3:11])=[C:9]([C:12]2[C:20]3[C:15](=[N:16][CH:17]=[C:18]([C:21]4[CH:26]=[CH:25][C:24]([N:27]5[CH2:28][CH2:29][N:30]([C:54](=[O:56])[CH3:55])[CH2:31][CH2:32]5)=[CH:23][CH:22]=4)[CH:19]=3)[N:14]([S:33]([C:36]3[CH:42]=[CH:41][C:39]([CH3:40])=[CH:38][CH:37]=3)(=[O:34])=[O:35])[CH:13]=2)[C:8]([CH3:43])=[N:7]1.